This data is from Full USPTO retrosynthesis dataset with 1.9M reactions from patents (1976-2016). The task is: Predict the reactants needed to synthesize the given product. (1) Given the product [CH3:23][N:22]1[C:15]2[N:16]([C:17](=[O:19])[N:18]=[C:13]([O:11][CH2:10][C:4]3[CH:3]=[C:2]([F:1])[C:7]([F:8])=[C:6]([F:9])[CH:5]=3)[CH:14]=2)[CH2:20][C@H:21]1[CH3:24], predict the reactants needed to synthesize it. The reactants are: [F:1][C:2]1[CH:3]=[C:4]([CH2:10][OH:11])[CH:5]=[C:6]([F:9])[C:7]=1[F:8].Cl[C:13]1[CH:14]=[C:15]2[N:22]([CH3:23])[C@H:21]([CH3:24])[CH2:20][N:16]2[C:17](=[O:19])[N:18]=1. (2) The reactants are: [C:1]1([C@@H:7]([NH:9][C:10]([C:12]2[NH:13][CH:14]=[CH:15][CH:16]=2)=[O:11])[CH3:8])[CH:6]=[CH:5][CH:4]=[CH:3][CH:2]=1.[Cl:17][C:18]1[N:26]=[CH:25][CH:24]=[CH:23][C:19]=1[C:20](Cl)=[O:21].[Sn](Cl)(Cl)(Cl)Cl. Given the product [C:1]1([C@@H:7]([NH:9][C:10]([C:12]2[NH:13][C:14]([C:20]([C:19]3[C:18]([Cl:17])=[N:26][CH:25]=[CH:24][CH:23]=3)=[O:21])=[CH:15][CH:16]=2)=[O:11])[CH3:8])[CH:2]=[CH:3][CH:4]=[CH:5][CH:6]=1, predict the reactants needed to synthesize it. (3) Given the product [CH2:45]([O:44][C:42]([C:37]1[NH:38][C:39]2[C:35]([CH:36]=1)=[CH:34][C:33]([NH:32][C:28]([C@H:9]1[C@H:8]([C:4]3[CH:5]=[CH:6][CH:7]=[C:2]([Cl:1])[C:3]=3[F:31])[C@:12]([C:15]3[CH:20]=[CH:19][C:18]([Cl:21])=[CH:17][C:16]=3[F:22])([C:13]#[N:14])[C@H:11]([CH2:23][C:24]([CH3:25])([CH3:27])[CH3:26])[NH:10]1)=[O:30])=[CH:41][CH:40]=2)=[O:43])[CH3:46], predict the reactants needed to synthesize it. The reactants are: [Cl:1][C:2]1[C:3]([F:31])=[C:4]([C@@H:8]2[C@:12]([C:15]3[CH:20]=[CH:19][C:18]([Cl:21])=[CH:17][C:16]=3[F:22])([C:13]#[N:14])[C@H:11]([CH2:23][C:24]([CH3:27])([CH3:26])[CH3:25])[NH:10][C@H:9]2[C:28]([OH:30])=O)[CH:5]=[CH:6][CH:7]=1.[NH2:32][C:33]1[CH:34]=[C:35]2[C:39](=[CH:40][CH:41]=1)[NH:38][C:37]([C:42]([O:44][CH2:45][CH3:46])=[O:43])=[CH:36]2.CN(C(ON1N=NC2C=CC=NC1=2)=[N+](C)C)C.F[P-](F)(F)(F)(F)F.CCN(C(C)C)C(C)C. (4) Given the product [CH3:21][O:17][C@H:9]1[CH2:10][C:11]2[C:16](=[CH:15][CH:14]=[CH:13][CH:12]=2)[C@H:8]1[NH2:7], predict the reactants needed to synthesize it. The reactants are: C(OC(=O)[NH:7][C@@H:8]1[C:16]2[C:11](=[CH:12][CH:13]=[CH:14][CH:15]=2)[CH2:10][C@@H:9]1[OH:17])(C)(C)C.[H-].[Na+].[CH3:21]I. (5) Given the product [CH2:1]([O:8][C:9]1[C:10]2[N:11]([CH:22]=[N:16][CH:15]=2)[CH:12]=[CH:13][CH:14]=1)[C:2]1[CH:3]=[CH:4][CH:5]=[CH:6][CH:7]=1, predict the reactants needed to synthesize it. The reactants are: [CH2:1]([O:8][C:9]1[C:10]([CH2:15][NH2:16])=[N:11][CH:12]=[CH:13][CH:14]=1)[C:2]1[CH:7]=[CH:6][CH:5]=[CH:4][CH:3]=1.P(Cl)(Cl)(Cl)=O.[CH:22](O)=O. (6) Given the product [CH2:1]([O:3][C:4]([C:6]1[N:7]=[C:8]([CH:11]2[CH2:16][CH2:15][N:14]([C:17]([N:19]3[CH2:20][CH2:24][N:21]([C:26]4[CH:27]=[CH:28][CH:29]=[CH:30][N:25]=4)[CH2:22][CH2:23]3)=[O:18])[CH2:13][CH2:12]2)[S:9][CH:10]=1)=[O:5])[CH3:2], predict the reactants needed to synthesize it. The reactants are: [CH2:1]([O:3][C:4]([C:6]1[N:7]=[C:8]([CH:11]2[CH2:16][CH2:15][N:14]([C:17]([N:19]3[CH:23]=[CH:22][N+:21]([CH3:24])=[CH:20]3)=[O:18])[CH2:13][CH2:12]2)[S:9][CH:10]=1)=[O:5])[CH3:2].[N:25]1[CH:30]=[CH:29][CH:28]=[CH:27][C:26]=1N1CCNCC1.C(N(CC)CC)C. (7) Given the product [C:1]([C:3]([C:6]1[CH:7]=[C:8]([CH:13]=[CH:14][CH:15]=1)[C:9]([OH:11])=[O:10])([CH3:5])[CH3:4])#[N:2], predict the reactants needed to synthesize it. The reactants are: [C:1]([C:3]([C:6]1[CH:7]=[C:8]([CH:13]=[CH:14][CH:15]=1)[C:9]([O:11]C)=[O:10])([CH3:5])[CH3:4])#[N:2].O[Li].O. (8) Given the product [NH:10]1[C:11]2[CH:16]=[CH:15][CH:14]=[CH:13][C:12]=2[N:8]=[C:9]1[C:17]1[C:25]2[C:20](=[CH:21][CH:22]=[C:23]([NH:26][C:27]([NH:29][C:30]3[CH:35]=[CH:34][C:33]([F:36])=[CH:32][C:31]=3[F:37])=[O:28])[CH:24]=2)[NH:19][N:18]=1, predict the reactants needed to synthesize it. The reactants are: C(O)(C(F)(F)F)=O.[NH:8]1[C:12]2[CH:13]=[CH:14][CH:15]=[CH:16][C:11]=2[N:10]=[C:9]1[C:17]1[C:25]2[C:20](=[CH:21][CH:22]=[C:23]([NH:26][C:27]([NH:29][C:30]3[CH:35]=[CH:34][C:33]([F:36])=[CH:32][C:31]=3[F:37])=[O:28])[CH:24]=2)[N:19](C2CCCCO2)[N:18]=1. (9) The reactants are: Br[C:2]1[S:16][C:5]2[O:6][C:7]3[CH:15]=[CH:14][CH:13]=[CH:12][C:8]=3[NH:9][C:10](=[O:11])[C:4]=2[CH:3]=1.B([O-])([O-])O[C:19]1[CH:24]=[CH:23][CH:22]=[CH:21][CH:20]=1.C(OC(C)C)(C)C.C(OCC)(=O)C. Given the product [C:19]1([C:2]2[S:16][C:5]3[O:6][C:7]4[CH:15]=[CH:14][CH:13]=[CH:12][C:8]=4[NH:9][C:10](=[O:11])[C:4]=3[CH:3]=2)[CH:24]=[CH:23][CH:22]=[CH:21][CH:20]=1, predict the reactants needed to synthesize it. (10) Given the product [OH:2][CH2:1][C:3]1[CH:12]=[CH:11][C:10]2[C:5](=[CH:6][CH:7]=[CH:8][C:9]=2[N:13]2[CH2:14][CH2:15][N:16]([C:19]([O:21][C:22]([CH3:25])([CH3:24])[CH3:23])=[O:20])[CH2:17][CH2:18]2)[N:4]=1, predict the reactants needed to synthesize it. The reactants are: [CH:1]([C:3]1[CH:12]=[CH:11][C:10]2[C:5](=[CH:6][CH:7]=[CH:8][C:9]=2[N:13]2[CH2:18][CH2:17][N:16]([C:19]([O:21][C:22]([CH3:25])([CH3:24])[CH3:23])=[O:20])[CH2:15][CH2:14]2)[N:4]=1)=[O:2].[BH4-].[Na+].